Dataset: Reaction yield outcomes from USPTO patents with 853,638 reactions. Task: Predict the reaction yield, written as a fraction of the theoretical maximum amount of product (1.0 means a 100% yield; for example, 0.34 means a 34% yield). The reactants are [Na].[C:2]([O:8][CH2:9][CH3:10])(=[O:7])[CH2:3][C:4]([CH3:6])=[O:5].O/[N:12]=[C:13](\Cl)/[C:14]1[CH:19]=[CH:18][CH:17]=[C:16]([Cl:20])[CH:15]=1. The catalyst is CO. The product is [CH2:9]([O:8][C:2]([C:3]1[C:13]([C:14]2[CH:19]=[CH:18][CH:17]=[C:16]([Cl:20])[CH:15]=2)=[N:12][O:5][C:4]=1[CH3:6])=[O:7])[CH3:10]. The yield is 0.400.